Regression. Given two drug SMILES strings and cell line genomic features, predict the synergy score measuring deviation from expected non-interaction effect. From a dataset of NCI-60 drug combinations with 297,098 pairs across 59 cell lines. Drug 1: C1CCC(CC1)NC(=O)N(CCCl)N=O. Drug 2: CCN(CC)CCCC(C)NC1=C2C=C(C=CC2=NC3=C1C=CC(=C3)Cl)OC. Cell line: UO-31. Synergy scores: CSS=17.2, Synergy_ZIP=-0.502, Synergy_Bliss=6.80, Synergy_Loewe=7.55, Synergy_HSA=7.50.